Task: Predict the product of the given reaction.. Dataset: Forward reaction prediction with 1.9M reactions from USPTO patents (1976-2016) (1) Given the reactants [CH3:1][O:2][C:3]1[CH:12]=[CH:11][C:10]([O:13][CH3:14])=[C:9]2[C:4]=1[CH2:5][CH:6]=[C:7]([CH3:15])[CH2:8]2.[OH-:16].[Na+].OO, predict the reaction product. The product is: [CH3:14][O:13][C:10]1[CH:11]=[CH:12][C:3]([O:2][CH3:1])=[C:4]2[C:9]=1[CH2:8][C@@H:7]([CH3:15])[C@H:6]([OH:16])[CH2:5]2. (2) Given the reactants [NH:1]1[CH2:6][CH2:5][CH:4]([CH2:7][C:8]([O:10]CC)=[O:9])[CH2:3][CH2:2]1.Br[C:14]1[CH2:41][C:17]2([CH2:20][N:19]([CH2:21][C:22]3[CH:27]=[C:26]([O:28][CH2:29][CH3:30])[C:25]([C:31]4[CH:36]=[CH:35][C:34]([F:37])=[CH:33][CH:32]=4)=[C:24]([O:38][CH2:39][CH3:40])[CH:23]=3)[CH2:18]2)[O:16][N:15]=1.C(=O)([O-])[O-].[Na+].[Na+], predict the reaction product. The product is: [CH2:29]([O:28][C:26]1[CH:27]=[C:22]([CH2:21][N:19]2[CH2:18][C:17]3([CH2:41][C:14]([N:1]4[CH2:2][CH2:3][CH:4]([CH2:7][C:8]([OH:10])=[O:9])[CH2:5][CH2:6]4)=[N:15][O:16]3)[CH2:20]2)[CH:23]=[C:24]([O:38][CH2:39][CH3:40])[C:25]=1[C:31]1[CH:36]=[CH:35][C:34]([F:37])=[CH:33][CH:32]=1)[CH3:30]. (3) Given the reactants [CH2:1]([O:3][C:4]([C:6]1[CH:11]=[C:10](Br)[CH:9]=[C:8]([CH3:13])[N:7]=1)=[O:5])[CH3:2].[F:14][C:15]1[CH:16]=[C:17](B(O)O)[CH:18]=[C:19]([F:21])[CH:20]=1, predict the reaction product. The product is: [CH2:1]([O:3][C:4]([C:6]1[CH:11]=[C:10]([C:17]2[CH:16]=[C:15]([F:14])[CH:20]=[C:19]([F:21])[CH:18]=2)[CH:9]=[C:8]([CH3:13])[N:7]=1)=[O:5])[CH3:2].